Dataset: Peptide-MHC class II binding affinity with 134,281 pairs from IEDB. Task: Regression. Given a peptide amino acid sequence and an MHC pseudo amino acid sequence, predict their binding affinity value. This is MHC class II binding data. (1) The peptide sequence is HSRNLINELSERMAG. The MHC is DRB1_0405 with pseudo-sequence DRB1_0405. The binding affinity (normalized) is 0.133. (2) The peptide sequence is QPEQPQQKFPEQERP. The MHC is HLA-DQA10201-DQB10201 with pseudo-sequence HLA-DQA10201-DQB10202. The binding affinity (normalized) is 0. (3) The peptide sequence is SKKYFAATQFEPLAA. The MHC is HLA-DPA10103-DPB10401 with pseudo-sequence HLA-DPA10103-DPB10401. The binding affinity (normalized) is 0.999.